From a dataset of Catalyst prediction with 721,799 reactions and 888 catalyst types from USPTO. Predict which catalyst facilitates the given reaction. (1) Reactant: Cl.Cl.[F:3][C:4]1[CH:5]=[CH:6][C:7]([CH2:10][NH2:11])=[N:8][CH:9]=1.C(N(CC)CC)C.[C:19](=S)=[S:20]. Product: [F:3][C:4]1[CH:5]=[CH:6][C:7]2[N:8]([C:19](=[S:20])[NH:11][CH:10]=2)[CH:9]=1. The catalyst class is: 5. (2) Reactant: Br[C:2]1[C:3]([C:25]2[CH:30]=[CH:29][N:28]=[CH:27][CH:26]=2)=[C:4]([C:17]2[CH:22]=[CH:21][CH:20]=[C:19]([O:23][CH3:24])[CH:18]=2)[N:5]([Si](C(C)C)(C(C)C)C(C)C)[CH:6]=1.[C:31]1([C@H:37]2[CH2:45][N:44]3[C@H:39]([CH2:40][C:41](=O)[CH2:42][CH2:43]3)[CH2:38]2)[CH:36]=[CH:35][CH:34]=[CH:33][CH:32]=1.C(OCC)(=O)C.C(N)(C)C. Product: [CH3:24][O:23][C:19]1[CH:18]=[C:17]([C:4]2[NH:5][CH:6]=[C:2]([C:41]3[CH2:42][CH2:43][N:44]4[C@H:39]([CH:40]=3)[CH2:38][C@@H:37]([C:31]3[CH:32]=[CH:33][CH:34]=[CH:35][CH:36]=3)[CH2:45]4)[C:3]=2[C:25]2[CH:26]=[CH:27][N:28]=[CH:29][CH:30]=2)[CH:22]=[CH:21][CH:20]=1. The catalyst class is: 5.